Dataset: Forward reaction prediction with 1.9M reactions from USPTO patents (1976-2016). Task: Predict the product of the given reaction. (1) The product is: [F:1][C:2]1[C:3]([C:14]2[CH2:19][C:18]([CH3:21])([CH3:20])[CH2:17][C:16]([CH3:23])([CH3:22])[CH:15]=2)=[C:4]([N:8]2[CH2:13][CH2:12][N:11]([CH2:30][CH:27]3[CH2:28][CH2:29][O:24][CH2:25][CH2:26]3)[CH2:10][CH2:9]2)[CH:5]=[CH:6][CH:7]=1. Given the reactants [F:1][C:2]1[C:3]([C:14]2[CH2:19][C:18]([CH3:21])([CH3:20])[CH2:17][C:16]([CH3:23])([CH3:22])[CH:15]=2)=[C:4]([N:8]2[CH2:13][CH2:12][NH:11][CH2:10][CH2:9]2)[CH:5]=[CH:6][CH:7]=1.[O:24]1[CH2:29][CH2:28][CH:27]([CH:30]=O)[CH2:26][CH2:25]1.C(O[BH-](OC(=O)C)OC(=O)C)(=O)C.[Na+].C(O)(=O)C.C(=O)([O-])O.[Na+], predict the reaction product. (2) The product is: [Cl:19][C:14]1[CH:13]=[C:12]([C:11]2[N:10]=[N:9][C:8]([S:20][CH3:21])=[N:7][C:6]=2[N:31]2[CH2:32][CH2:33][CH2:34][CH:29]([CH3:28])[CH2:30]2)[CH:17]=[C:16]([Cl:18])[CH:15]=1. Given the reactants CS(O[C:6]1[N:7]=[C:8]([S:20][CH3:21])[N:9]=[N:10][C:11]=1[C:12]1[CH:17]=[C:16]([Cl:18])[CH:15]=[C:14]([Cl:19])[CH:13]=1)(=O)=O.C([O-])([O-])=O.[K+].[K+].[CH3:28][CH:29]1[CH2:34][CH2:33][CH2:32][NH:31][CH2:30]1.C(OCC)(=O)C.CCCCCC, predict the reaction product. (3) Given the reactants [F:1][C:2]1[CH:7]=[C:6]([I:8])[CH:5]=[CH:4][C:3]=1[NH:9][C:10]1[N:15]([CH3:16])[C:14](=[O:17])[C:13]2[CH:18]=[CH:19][O:20][C:12]=2[C:11]=1[C:21]([OH:23])=O.CC1(C)[O:29][C@@H:28]([CH2:30][O:31][NH2:32])[CH2:27][O:26]1.Cl, predict the reaction product. The product is: [OH:29][C@H:28]([CH2:27][OH:26])[CH2:30][O:31][NH:32][C:21]([C:11]1[C:12]2[O:20][CH:19]=[CH:18][C:13]=2[C:14](=[O:17])[N:15]([CH3:16])[C:10]=1[NH:9][C:3]1[CH:4]=[CH:5][C:6]([I:8])=[CH:7][C:2]=1[F:1])=[O:23]. (4) Given the reactants [CH2:1]1[CH:9]2[CH:4]([CH:5]3[CH2:10][CH:8]2[CH2:7][C:6]3=[N:11]O)[CH:3]=[CH:2]1, predict the reaction product. The product is: [CH2:1]1[CH:9]2[CH:4]([CH:5]3[CH2:10][CH:8]2[CH2:7][CH:6]3[NH2:11])[CH2:3][CH2:2]1. (5) Given the reactants [Cl:1][C:2]1[CH:11]=[CH:10][C:9]2[C:4](=[CH:5][CH:6]=[C:7]([OH:12])[CH:8]=2)[N:3]=1.C(=O)([O-])[O-].[Cs+].[Cs+].[CH2:19](Br)[C:20]1[CH:25]=[CH:24][CH:23]=[CH:22][CH:21]=1.O, predict the reaction product. The product is: [CH2:19]([O:12][C:7]1[CH:8]=[C:9]2[C:4](=[CH:5][CH:6]=1)[N:3]=[C:2]([Cl:1])[CH:11]=[CH:10]2)[C:20]1[CH:25]=[CH:24][CH:23]=[CH:22][CH:21]=1.